Dataset: NCI-60 drug combinations with 297,098 pairs across 59 cell lines. Task: Regression. Given two drug SMILES strings and cell line genomic features, predict the synergy score measuring deviation from expected non-interaction effect. (1) Drug 1: C1=CC(=CC=C1CCC2=CNC3=C2C(=O)NC(=N3)N)C(=O)NC(CCC(=O)O)C(=O)O. Drug 2: C#CCC(CC1=CN=C2C(=N1)C(=NC(=N2)N)N)C3=CC=C(C=C3)C(=O)NC(CCC(=O)O)C(=O)O. Cell line: UACC62. Synergy scores: CSS=2.45, Synergy_ZIP=-4.72, Synergy_Bliss=-3.96, Synergy_Loewe=-3.71, Synergy_HSA=-3.07. (2) Drug 2: C1CNP(=O)(OC1)N(CCCl)CCCl. Cell line: LOX IMVI. Drug 1: CC1=C(C=C(C=C1)C(=O)NC2=CC(=CC(=C2)C(F)(F)F)N3C=C(N=C3)C)NC4=NC=CC(=N4)C5=CN=CC=C5. Synergy scores: CSS=5.43, Synergy_ZIP=-1.06, Synergy_Bliss=1.04, Synergy_Loewe=5.61, Synergy_HSA=-0.0467. (3) Drug 1: C1=CC(=CC=C1CC(C(=O)O)N)N(CCCl)CCCl.Cl. Drug 2: C1C(C(OC1N2C=NC(=NC2=O)N)CO)O. Cell line: SK-OV-3. Synergy scores: CSS=4.75, Synergy_ZIP=-1.65, Synergy_Bliss=1.74, Synergy_Loewe=-0.108, Synergy_HSA=-0.510. (4) Drug 1: C1=NC2=C(N=C(N=C2N1C3C(C(C(O3)CO)O)F)Cl)N. Drug 2: CC(C)(C#N)C1=CC(=CC(=C1)CN2C=NC=N2)C(C)(C)C#N. Cell line: SW-620. Synergy scores: CSS=2.29, Synergy_ZIP=-0.561, Synergy_Bliss=1.20, Synergy_Loewe=-1.31, Synergy_HSA=0.485. (5) Drug 1: C1=CC(=CC=C1CCC2=CNC3=C2C(=O)NC(=N3)N)C(=O)NC(CCC(=O)O)C(=O)O. Drug 2: CC1C(C(CC(O1)OC2CC(CC3=C2C(=C4C(=C3O)C(=O)C5=CC=CC=C5C4=O)O)(C(=O)C)O)N)O. Cell line: SNB-19. Synergy scores: CSS=39.7, Synergy_ZIP=-6.35, Synergy_Bliss=-11.3, Synergy_Loewe=-3.61, Synergy_HSA=-3.61. (6) Drug 1: C1=CC(=C2C(=C1NCCNCCO)C(=O)C3=C(C=CC(=C3C2=O)O)O)NCCNCCO. Drug 2: C1=C(C(=O)NC(=O)N1)N(CCCl)CCCl. Cell line: MOLT-4. Synergy scores: CSS=92.4, Synergy_ZIP=2.93, Synergy_Bliss=2.64, Synergy_Loewe=2.21, Synergy_HSA=5.49. (7) Drug 1: CC(C)NC(=O)C1=CC=C(C=C1)CNNC.Cl. Drug 2: C1CCC(C(C1)N)N.C(=O)(C(=O)[O-])[O-].[Pt+4]. Cell line: KM12. Synergy scores: CSS=18.2, Synergy_ZIP=2.43, Synergy_Bliss=6.08, Synergy_Loewe=-1.20, Synergy_HSA=2.10.